Predict the product of the given reaction. From a dataset of Forward reaction prediction with 1.9M reactions from USPTO patents (1976-2016). (1) Given the reactants [CH3:1][N:2]1[CH:6]=[CH:5][N:4]=[C:3]1[C:7]([C:9]1[CH:14]=[CH:13][CH:12]=[CH:11][CH:10]=1)=O.Cl.[NH2:16][OH:17], predict the reaction product. The product is: [OH:17][N:16]=[C:7]([C:3]1[N:2]([CH3:1])[CH:6]=[CH:5][N:4]=1)[C:9]1[CH:14]=[CH:13][CH:12]=[CH:11][CH:10]=1. (2) Given the reactants [CH3:1][O:2][C:3](=[O:35])[C@H:4]([CH2:17][C:18]1[CH:23]=[CH:22][C:21]([NH:24][C:25]([C:27]2[C:32]([Cl:33])=[CH:31][CH:30]=[CH:29][C:28]=2[Cl:34])=[O:26])=[CH:20][CH:19]=1)[NH:5][C:6]([C:8]1([CH2:13][CH2:14][CH:15]=[CH2:16])[CH2:12][CH2:11][CH2:10][CH2:9]1)=[O:7].[BH4-].[Na+].O.C(OCC)(=[O:41])C, predict the reaction product. The product is: [CH3:1][O:2][C:3](=[O:35])[C@H:4]([CH2:17][C:18]1[CH:19]=[CH:20][C:21]([NH:24][C:25]([C:27]2[C:28]([Cl:34])=[CH:29][CH:30]=[CH:31][C:32]=2[Cl:33])=[O:26])=[CH:22][CH:23]=1)[NH:5][C:6]([C:8]1([CH2:13][CH2:14][CH2:15][CH2:16][OH:41])[CH2:12][CH2:11][CH2:10][CH2:9]1)=[O:7].